Binary Classification. Given a drug SMILES string, predict its activity (active/inactive) in a high-throughput screening assay against a specified biological target. From a dataset of HIV replication inhibition screening data with 41,000+ compounds from the AIDS Antiviral Screen. The compound is CN1C(=O)C(=C2SC(=O)N(CN3CCOCC3)C2=O)c2ccccc21. The result is 0 (inactive).